From a dataset of Full USPTO retrosynthesis dataset with 1.9M reactions from patents (1976-2016). Predict the reactants needed to synthesize the given product. (1) Given the product [CH3:22][S:23]([O:14]/[N:13]=[C:6]1\[CH2:7][C:8]2([CH2:12][CH2:11]2)[C:9]2[C:5]\1=[CH:4][CH:3]=[C:2]([Br:1])[CH:10]=2)(=[O:25])=[O:24], predict the reactants needed to synthesize it. The reactants are: [Br:1][C:2]1[CH:10]=[C:9]2[C:5](/[C:6](=[N:13]/[OH:14])/[CH2:7][C:8]32[CH2:12][CH2:11]3)=[CH:4][CH:3]=1.C(N(CC)CC)C.[CH3:22][S:23](Cl)(=[O:25])=[O:24]. (2) The reactants are: [NH2:1][CH2:2][CH:3]([C:9]1([CH3:14])[O:13][CH2:12][CH2:11][O:10]1)[C:4]([O:6][CH2:7][CH3:8])=[O:5].[CH3:15][C:16]1[CH:17]=[C:18]2[C:23](=O)[O:22][C:20](=[O:21])[C:19]2=[CH:25][CH:26]=1. Given the product [CH3:15][C:16]1[CH:17]=[C:18]2[C:19](=[CH:25][CH:26]=1)[C:20](=[O:21])[N:1]([CH2:2][CH:3]([C:9]1([CH3:14])[O:10][CH2:11][CH2:12][O:13]1)[C:4]([O:6][CH2:7][CH3:8])=[O:5])[C:23]2=[O:22], predict the reactants needed to synthesize it.